Dataset: NCI-60 drug combinations with 297,098 pairs across 59 cell lines. Task: Regression. Given two drug SMILES strings and cell line genomic features, predict the synergy score measuring deviation from expected non-interaction effect. Drug 1: CCN(CC)CCNC(=O)C1=C(NC(=C1C)C=C2C3=C(C=CC(=C3)F)NC2=O)C. Drug 2: C1CN(CCN1C(=O)CCBr)C(=O)CCBr. Cell line: LOX IMVI. Synergy scores: CSS=39.9, Synergy_ZIP=7.21, Synergy_Bliss=10.6, Synergy_Loewe=9.65, Synergy_HSA=11.1.